Dataset: Full USPTO retrosynthesis dataset with 1.9M reactions from patents (1976-2016). Task: Predict the reactants needed to synthesize the given product. (1) The reactants are: C(OP([CH2:9][C:10]1[CH:15]=[C:14]([O:16][CH3:17])[C:13]([CH2:18][CH2:19][CH3:20])=[C:12]([O:21][CH3:22])[CH:11]=1)(=O)OCC)C.[CH3:23][O:24][C:25]1[CH:26]=[C:27]([CH:30]=[C:31]([O:33][CH3:34])[CH:32]=1)[CH:28]=O. Given the product [CH3:17][O:16][C:14]1[CH:15]=[C:10]([CH:9]=[CH:28][C:27]2[CH:30]=[C:31]([O:33][CH3:34])[CH:32]=[C:25]([O:24][CH3:23])[CH:26]=2)[CH:11]=[C:12]([O:21][CH3:22])[C:13]=1[CH2:18][CH2:19][CH3:20], predict the reactants needed to synthesize it. (2) The reactants are: [CH2:1]([C:5]1[C:6]([CH3:24])=[C:7]([C:10]2[O:14][N:13]=[C:12]([C:15]3[CH:20]=[C:19]([CH3:21])[C:18]([OH:22])=[C:17]([CH3:23])[CH:16]=3)[N:11]=2)[S:8][CH:9]=1)[CH:2]([CH3:4])[CH3:3].[CH2:25]([CH:27]1[O:29][CH2:28]1)Cl. Given the product [CH3:23][C:17]1[CH:16]=[C:15]([C:12]2[N:11]=[C:10]([C:7]3[S:8][CH:9]=[C:5]([CH2:1][CH:2]([CH3:4])[CH3:3])[C:6]=3[CH3:24])[O:14][N:13]=2)[CH:20]=[C:19]([CH3:21])[C:18]=1[O:22][CH2:25][CH:27]1[CH2:28][O:29]1, predict the reactants needed to synthesize it. (3) The reactants are: [NH2:1][C:2]1[C:7]([C:8]([C:10]2[C:15]([O:16][CH3:17])=[CH:14][CH:13]=[C:12]([F:18])[C:11]=2[F:19])=[O:9])=[CH:6][N:5]=[C:4]([NH:20][CH:21]2[CH2:26][CH2:25][N:24]([S:27]([CH2:30][CH2:31][CH2:32]Cl)(=[O:29])=[O:28])[CH2:23][CH2:22]2)[N:3]=1.[NH2:34][C@H:35]([CH:38]([CH3:40])[CH3:39])[CH2:36][OH:37]. Given the product [NH2:1][C:2]1[C:7]([C:8]([C:10]2[C:15]([O:16][CH3:17])=[CH:14][CH:13]=[C:12]([F:18])[C:11]=2[F:19])=[O:9])=[CH:6][N:5]=[C:4]([NH:20][CH:21]2[CH2:26][CH2:25][N:24]([S:27]([CH2:30][CH2:31][CH2:32][NH:34][C@@H:35]([CH2:36][OH:37])[CH:38]([CH3:40])[CH3:39])(=[O:29])=[O:28])[CH2:23][CH2:22]2)[N:3]=1, predict the reactants needed to synthesize it.